From a dataset of Catalyst prediction with 721,799 reactions and 888 catalyst types from USPTO. Predict which catalyst facilitates the given reaction. (1) Product: [C:24]([O:28][C:29]([N:31]1[CH2:36][CH2:35][N:34]([CH2:12][C:10]2[O:9][N:8]=[C:7]([C:4]3[CH:3]=[CH:2][N:1]=[CH:6][CH:5]=3)[N:11]=2)[CH2:33][CH2:32]1)=[O:30])([CH3:27])([CH3:25])[CH3:26]. The catalyst class is: 10. Reactant: [N:1]1[CH:6]=[CH:5][C:4]([C:7]2[N:11]=[C:10]([CH2:12]OS(C)(=O)=O)[O:9][N:8]=2)=[CH:3][CH:2]=1.C(=O)([O-])[O-].[K+].[K+].[C:24]([O:28][C:29]([N:31]1[CH2:36][CH2:35][NH:34][CH2:33][CH2:32]1)=[O:30])([CH3:27])([CH3:26])[CH3:25]. (2) Reactant: [NH2:1][C:2]1[S:3][CH:4]=[C:5]([CH2:7][O:8]/[N:9]=[C:10](/[C:16]2[CH:21]=[CH:20][CH:19]=[CH:18][CH:17]=2)\[C:11](=[NH:15])[N:12]([OH:14])[CH3:13])[N:6]=1.C(N(CC)CC)C.[C:29](Cl)(Cl)=[S:30]. Product: [NH2:1][C:2]1[S:3][CH:4]=[C:5]([CH2:7][O:8]/[N:9]=[C:10](/[C:16]2[CH:21]=[CH:20][CH:19]=[CH:18][CH:17]=2)\[C:11]2[N:12]([CH3:13])[O:14][C:29](=[S:30])[N:15]=2)[N:6]=1. The catalyst class is: 1. (3) Reactant: [Cl:1][C:2]1[CH:3]=[C:4]2[C:8](=[CH:9][C:10]=1[Cl:11])[NH:7][N:6]=[CH:5]2.[OH-].[K+].[I:14]I. Product: [Cl:1][C:2]1[CH:3]=[C:4]2[C:8](=[CH:9][C:10]=1[Cl:11])[NH:7][N:6]=[C:5]2[I:14]. The catalyst class is: 3. (4) Reactant: [BH4-].[Na+].[C:3]([O:7][C:8](=[O:22])[N:9]([C@H:11]([C:17]1[O:18][CH:19]=[CH:20][CH:21]=1)[C@H:12]([CH3:16])[CH2:13][CH:14]=[O:15])[CH3:10])([CH3:6])([CH3:5])[CH3:4]. Product: [C:3]([O:7][C:8](=[O:22])[N:9]([C@H:11]([C:17]1[O:18][CH:19]=[CH:20][CH:21]=1)[C@H:12]([CH3:16])[CH2:13][CH2:14][OH:15])[CH3:10])([CH3:4])([CH3:5])[CH3:6]. The catalyst class is: 191. (5) Reactant: [Cl:1][C:2]1[N:7]=[CH:6][C:5]2[C:8](I)=[N:9][N:10]([C:11]([C:24]3[CH:29]=[CH:28][CH:27]=[CH:26][CH:25]=3)([C:18]3[CH:23]=[CH:22][CH:21]=[CH:20][CH:19]=3)[C:12]3[CH:17]=[CH:16][CH:15]=[CH:14][CH:13]=3)[C:4]=2[CH:3]=1.[NH:31]1CCC[C@H:32]1[C:33](O)=O.C(=O)([O-])[O-].[K+].[K+].Cl.C(N)C.[OH-].[NH4+]. Product: [Cl:1][C:2]1[N:7]=[CH:6][C:5]2[C:8]([NH:31][CH2:32][CH3:33])=[N:9][N:10]([C:11]([C:24]3[CH:29]=[CH:28][CH:27]=[CH:26][CH:25]=3)([C:18]3[CH:23]=[CH:22][CH:21]=[CH:20][CH:19]=3)[C:12]3[CH:17]=[CH:16][CH:15]=[CH:14][CH:13]=3)[C:4]=2[CH:3]=1. The catalyst class is: 156.